From a dataset of NCI-60 drug combinations with 297,098 pairs across 59 cell lines. Regression. Given two drug SMILES strings and cell line genomic features, predict the synergy score measuring deviation from expected non-interaction effect. (1) Drug 1: C1=CC(=CC=C1C#N)C(C2=CC=C(C=C2)C#N)N3C=NC=N3. Drug 2: C(=O)(N)NO. Cell line: OVCAR3. Synergy scores: CSS=-6.77, Synergy_ZIP=5.05, Synergy_Bliss=3.37, Synergy_Loewe=0.405, Synergy_HSA=-1.83. (2) Drug 1: CN1C(=O)N2C=NC(=C2N=N1)C(=O)N. Drug 2: CC12CCC3C(C1CCC2OP(=O)(O)O)CCC4=C3C=CC(=C4)OC(=O)N(CCCl)CCCl.[Na+]. Cell line: HCT-15. Synergy scores: CSS=20.1, Synergy_ZIP=2.74, Synergy_Bliss=2.09, Synergy_Loewe=-8.32, Synergy_HSA=-9.14.